Dataset: Catalyst prediction with 721,799 reactions and 888 catalyst types from USPTO. Task: Predict which catalyst facilitates the given reaction. (1) Reactant: [C:1]([C:5]1[CH:32]=[C:8]2[N:9]=[C:10]([CH3:31])[C:11]([CH:23]([CH2:28][CH2:29][CH3:30])[C:24]([O:26]C)=[O:25])=[C:12]([C:13]3[CH:14]=[C:15]4[C:20](=[CH:21][CH:22]=3)[O:19][CH2:18][CH2:17][CH2:16]4)[N:7]2[N:6]=1)([CH3:4])([CH3:3])[CH3:2].[OH-].[Na+]. Product: [C:1]([C:5]1[CH:32]=[C:8]2[N:9]=[C:10]([CH3:31])[C:11]([CH:23]([CH2:28][CH2:29][CH3:30])[C:24]([OH:26])=[O:25])=[C:12]([C:13]3[CH:14]=[C:15]4[C:20](=[CH:21][CH:22]=3)[O:19][CH2:18][CH2:17][CH2:16]4)[N:7]2[N:6]=1)([CH3:3])([CH3:4])[CH3:2]. The catalyst class is: 5. (2) Reactant: [CH3:1][N:2]([CH2:14][C:15]1[CH:16]=[C:17]([C:21]2[CH:26]=[CH:25][C:24]([N:27]3[CH2:32][CH2:31][NH:30][CH2:29][CH2:28]3)=[CH:23][CH:22]=2)[CH:18]=[CH:19][CH:20]=1)[C:3](=[O:13])[CH2:4][NH:5][C:6](=[O:12])[O:7][C:8]([CH3:11])([CH3:10])[CH3:9].[CH2:33](I)[CH3:34].O. Product: [CH2:33]([N:30]1[CH2:31][CH2:32][N:27]([C:24]2[CH:23]=[CH:22][C:21]([C:17]3[CH:18]=[CH:19][CH:20]=[C:15]([CH2:14][N:2]([CH3:1])[C:3](=[O:13])[CH2:4][NH:5][C:6](=[O:12])[O:7][C:8]([CH3:11])([CH3:9])[CH3:10])[CH:16]=3)=[CH:26][CH:25]=2)[CH2:28][CH2:29]1)[CH3:34]. The catalyst class is: 4.